From a dataset of NCI-60 drug combinations with 297,098 pairs across 59 cell lines. Regression. Given two drug SMILES strings and cell line genomic features, predict the synergy score measuring deviation from expected non-interaction effect. (1) Drug 1: C(=O)(N)NO. Drug 2: CCC1(CC2CC(C3=C(CCN(C2)C1)C4=CC=CC=C4N3)(C5=C(C=C6C(=C5)C78CCN9C7C(C=CC9)(C(C(C8N6C)(C(=O)OC)O)OC(=O)C)CC)OC)C(=O)OC)O.OS(=O)(=O)O. Cell line: CAKI-1. Synergy scores: CSS=3.14, Synergy_ZIP=0.515, Synergy_Bliss=3.56, Synergy_Loewe=2.56, Synergy_HSA=1.81. (2) Drug 1: CCC1=CC2CC(C3=C(CN(C2)C1)C4=CC=CC=C4N3)(C5=C(C=C6C(=C5)C78CCN9C7C(C=CC9)(C(C(C8N6C)(C(=O)OC)O)OC(=O)C)CC)OC)C(=O)OC.C(C(C(=O)O)O)(C(=O)O)O. Drug 2: C1=NC2=C(N1)C(=S)N=C(N2)N. Cell line: HS 578T. Synergy scores: CSS=42.9, Synergy_ZIP=-1.88, Synergy_Bliss=-1.33, Synergy_Loewe=-11.8, Synergy_HSA=-0.0549. (3) Synergy scores: CSS=19.1, Synergy_ZIP=-0.987, Synergy_Bliss=1.47, Synergy_Loewe=-2.25, Synergy_HSA=3.39. Cell line: ACHN. Drug 2: C1=NC2=C(N=C(N=C2N1C3C(C(C(O3)CO)O)O)F)N. Drug 1: C1=CC(=CC=C1CCC2=CNC3=C2C(=O)NC(=N3)N)C(=O)NC(CCC(=O)O)C(=O)O. (4) Drug 1: COC1=C(C=C2C(=C1)N=CN=C2NC3=CC(=C(C=C3)F)Cl)OCCCN4CCOCC4. Drug 2: N.N.Cl[Pt+2]Cl. Cell line: RPMI-8226. Synergy scores: CSS=4.10, Synergy_ZIP=6.96, Synergy_Bliss=12.9, Synergy_Loewe=-6.57, Synergy_HSA=4.18.